From a dataset of Peptide-MHC class II binding affinity with 134,281 pairs from IEDB. Regression. Given a peptide amino acid sequence and an MHC pseudo amino acid sequence, predict their binding affinity value. This is MHC class II binding data. (1) The peptide sequence is QEALEDFREFSRAKG. The MHC is DRB1_0802 with pseudo-sequence DRB1_0802. The binding affinity (normalized) is 0.383. (2) The peptide sequence is QEADNMITEMLRKDY. The MHC is DRB1_0101 with pseudo-sequence DRB1_0101. The binding affinity (normalized) is 0.0411. (3) The peptide sequence is AAAQASAAAAAYEAA. The MHC is HLA-DPA10301-DPB10402 with pseudo-sequence HLA-DPA10301-DPB10402. The binding affinity (normalized) is 0.0505. (4) The peptide sequence is IGSRGRRSCRAARRP. The MHC is DRB1_0405 with pseudo-sequence DRB1_0405. The binding affinity (normalized) is 0.456. (5) The peptide sequence is FDPYGATIKATPESA. The MHC is HLA-DPA10301-DPB10402 with pseudo-sequence HLA-DPA10301-DPB10402. The binding affinity (normalized) is 0.156.